This data is from Forward reaction prediction with 1.9M reactions from USPTO patents (1976-2016). The task is: Predict the product of the given reaction. Given the reactants [Br:1][C:2]1[CH:15]=[C:14]2[C:5]([O:6][C:7]3[C:8]([F:24])=[CH:9][C:10]([O:22][CH3:23])=[CH:11][C:12]=3[C:13]2([C:17]2[NH:18][CH:19]=[CH:20][N:21]=2)O)=[CH:4][CH:3]=1.S(Cl)([Cl:27])=O, predict the reaction product. The product is: [Br:1][C:2]1[CH:15]=[C:14]2[C:5]([O:6][C:7]3[C:8]([F:24])=[CH:9][C:10]([O:22][CH3:23])=[CH:11][C:12]=3[C:13]2([C:17]2[NH:18][CH:19]=[CH:20][N:21]=2)[Cl:27])=[CH:4][CH:3]=1.